Predict the reaction yield, written as a fraction of the theoretical maximum amount of product (1.0 means a 100% yield; for example, 0.34 means a 34% yield). From a dataset of Reaction yield outcomes from USPTO patents with 853,638 reactions. The reactants are [CH2:1]([N:8]1[C:12]2[CH:13]=[CH:14][C:15]([NH2:17])=[CH:16][C:11]=2[N:10]=[CH:9]1)[C:2]1[CH:7]=[CH:6][CH:5]=[CH:4][CH:3]=1.[Br:18]Br.N.CO.C(Cl)(Cl)Cl. The catalyst is CC(O)=O. The product is [CH2:1]([N:8]1[C:12]2[CH:13]=[CH:14][C:15]([NH2:17])=[C:16]([Br:18])[C:11]=2[N:10]=[CH:9]1)[C:2]1[CH:3]=[CH:4][CH:5]=[CH:6][CH:7]=1. The yield is 0.600.